This data is from Forward reaction prediction with 1.9M reactions from USPTO patents (1976-2016). The task is: Predict the product of the given reaction. (1) Given the reactants C[Si]([N-][Si](C)(C)C)(C)C.[Li+].Cl[C:12]1[CH:13]=[CH:14][C:15]2[N:16]([CH:18]=[C:19]([CH3:21])[N:20]=2)[N:17]=1.[C:22]([O:25][C:26]([CH3:29])([CH3:28])[CH3:27])(=[O:24])[CH3:23], predict the reaction product. The product is: [CH3:21][C:19]1[N:20]=[C:15]2[CH:14]=[CH:13][C:12]([CH2:23][C:22]([O:25][C:26]([CH3:29])([CH3:28])[CH3:27])=[O:24])=[N:17][N:16]2[CH:18]=1. (2) Given the reactants [C:1]([NH:9][NH:10][C:11](=O)[C:12]([O:14][CH2:15][CH3:16])=[O:13])(=O)[C:2]1[CH:7]=[CH:6][CH:5]=[CH:4][CH:3]=1.C1COCC1.COC1C=CC(P2(SP(C3C=CC(OC)=CC=3)(=S)S2)=[S:32])=CC=1, predict the reaction product. The product is: [C:2]1([C:1]2[S:32][C:11]([C:12]([O:14][CH2:15][CH3:16])=[O:13])=[N:10][N:9]=2)[CH:7]=[CH:6][CH:5]=[CH:4][CH:3]=1. (3) Given the reactants [CH:1]1[C:13]2[CH:12]([CH2:14][O:15][C:16]([NH:18][C:19]3([C:23](O)=[O:24])[CH2:22][O:21][CH2:20]3)=[O:17])[C:11]3[C:6](=[CH:7][CH:8]=[CH:9][CH:10]=3)[C:5]=2[CH:4]=[CH:3][CH:2]=1.Cl.CN(C)CCCN=C=NCC.O.ON1C2C=CC=CC=2N=N1.[Cl:49][C:50]1[CH:51]=[C:52]([F:72])[C:53]([C:66]2[N:70]=[C:69]([CH3:71])[O:68][N:67]=2)=[C:54]([C:56]2[CH:57]=[C:58]3[C:62](=[CH:63][CH:64]=2)[C@@H:61]([NH2:65])[CH2:60][CH2:59]3)[CH:55]=1.C([O-])([O-])=O.[K+].[K+], predict the reaction product. The product is: [CH:1]1[C:13]2[CH:12]([CH2:14][O:15][C:16](=[O:17])[NH:18][C:19]3([C:23](=[O:24])[NH:65][C@@H:61]4[C:62]5[C:58](=[CH:57][C:56]([C:54]6[CH:55]=[C:50]([Cl:49])[CH:51]=[C:52]([F:72])[C:53]=6[C:66]6[N:70]=[C:69]([CH3:71])[O:68][N:67]=6)=[CH:64][CH:63]=5)[CH2:59][CH2:60]4)[CH2:22][O:21][CH2:20]3)[C:11]3[C:6](=[CH:7][CH:8]=[CH:9][CH:10]=3)[C:5]=2[CH:4]=[CH:3][CH:2]=1. (4) The product is: [CH2:1]([O:8][C:9](=[O:18])[NH:10][C@H:11]1[CH2:16][CH2:15][C@H:14]([O:17][CH2:25][CH2:24][CH2:23][CH2:22][CH2:21][CH2:20][Br:19])[CH2:13][CH2:12]1)[C:2]1[CH:3]=[CH:4][CH:5]=[CH:6][CH:7]=1. Given the reactants [CH2:1]([O:8][C:9](=[O:18])[NH:10][C@H:11]1[CH2:16][CH2:15][C@H:14]([OH:17])[CH2:13][CH2:12]1)[C:2]1[CH:7]=[CH:6][CH:5]=[CH:4][CH:3]=1.[Br:19][CH2:20][CH2:21][CH2:22][CH2:23][CH2:24][CH2:25]Br.[OH-].[Na+], predict the reaction product. (5) Given the reactants [F:1][C:2]1([F:19])[CH2:18][C@@H:5]2[C@@:6]([CH2:16][F:17])([C:9]3[CH:14]=[CH:13][CH:12]=[CH:11][C:10]=3[F:15])[NH:7][O:8][C@@H:4]2[CH2:3]1, predict the reaction product. The product is: [F:19][C:2]1([F:1])[CH2:18][C@H:5]2[C@:6]([CH2:16][F:17])([C:9]3[CH:14]=[CH:13][CH:12]=[CH:11][C:10]=3[F:15])[NH:7][O:8][C@H:4]2[CH2:3]1.